From a dataset of Forward reaction prediction with 1.9M reactions from USPTO patents (1976-2016). Predict the product of the given reaction. (1) Given the reactants O1CCOCC1.O([C:15]1[CH:16]=[CH:17][C:18]2[S:22][C:21]([CH3:23])=[N:20][C:19]=2[CH:24]=1)S(C(F)(F)F)(=O)=O.C(N(C(C)C)C(C)C)C.[CH:34]1[CH2:38][CH2:37][CH2:36][CH:35]=1, predict the reaction product. The product is: [C@H:38]1([C:15]2[CH:16]=[CH:17][C:18]3[S:22][C:21]([CH3:23])=[N:20][C:19]=3[CH:24]=2)[CH2:37][CH2:36][CH:35]=[CH:34]1. (2) Given the reactants Br[C:2]1[CH:3]=[C:4]([C:12]([NH:14][C:15]2[C:16]([CH3:26])=[C:17]([CH:22]=[CH:23][C:24]=2[CH3:25])[C:18]([O:20][CH3:21])=[O:19])=[O:13])[C:5]2[C:10]([CH:11]=1)=[CH:9][CH:8]=[CH:7][CH:6]=2.[C:27]([Si:31]([CH3:40])([CH3:39])[O:32][CH:33]1[CH2:38][CH2:37][NH:36][CH2:35][CH2:34]1)([CH3:30])([CH3:29])[CH3:28].C([O-])([O-])=O.[Cs+].[Cs+].COC1C=CC=C(OC)C=1C1C=CC=CC=1P(C1CCCCC1)C1CCCCC1, predict the reaction product. The product is: [Si:31]([O:32][CH:33]1[CH2:34][CH2:35][N:36]([C:2]2[CH:3]=[C:4]([C:12]([NH:14][C:15]3[C:16]([CH3:26])=[C:17]([CH:22]=[CH:23][C:24]=3[CH3:25])[C:18]([O:20][CH3:21])=[O:19])=[O:13])[C:5]3[C:10]([CH:11]=2)=[CH:9][CH:8]=[CH:7][CH:6]=3)[CH2:37][CH2:38]1)([C:27]([CH3:30])([CH3:29])[CH3:28])([CH3:40])[CH3:39]. (3) The product is: [Cl:28][C:19]1[N:20]=[C:15]([C:7]2[CH:8]=[C:9]([C:10]3[CH:14]=[CH:13][O:12][N:11]=3)[N:5]([CH2:4][C:3]3[CH:22]=[CH:23][CH:24]=[CH:25][C:2]=3[F:1])[N:6]=2)[N:16]=[N:17][CH:18]=1. Given the reactants [F:1][C:2]1[CH:25]=[CH:24][CH:23]=[CH:22][C:3]=1[CH2:4][N:5]1[C:9]([C:10]2[CH:14]=[CH:13][O:12][N:11]=2)=[CH:8][C:7]([C:15]2[NH:20][C:19](=O)[CH:18]=[N:17][N:16]=2)=[N:6]1.P(Cl)(Cl)([Cl:28])=O, predict the reaction product.